From a dataset of Catalyst prediction with 721,799 reactions and 888 catalyst types from USPTO. Predict which catalyst facilitates the given reaction. (1) Reactant: [OH:1][CH2:2][CH2:3][CH:4]1[C:9](=[O:10])[NH:8][C:7]2[CH:11]=[CH:12][C:13]([N+:15]([O-:17])=[O:16])=[CH:14][C:6]=2[O:5]1.N1C=CN=C1.Cl[Si:24]([C:27]([CH3:30])([CH3:29])[CH3:28])([CH3:26])[CH3:25].O. Product: [Si:24]([O:1][CH2:2][CH2:3][CH:4]1[C:9](=[O:10])[NH:8][C:7]2[CH:11]=[CH:12][C:13]([N+:15]([O-:17])=[O:16])=[CH:14][C:6]=2[O:5]1)([C:27]([CH3:30])([CH3:29])[CH3:28])([CH3:26])[CH3:25]. The catalyst class is: 3. (2) Reactant: [NH2:1][C:2]1[CH:3]=[CH:4][C:5]2[O:9][C:8]([C:10]([O:12][CH3:13])=[O:11])=[CH:7][C:6]=2[CH:14]=1.[C:15]1([S:21]([N:24]([CH2:28][CH2:29]Cl)[CH2:25][CH2:26]Cl)(=[O:23])=[O:22])[CH:20]=[CH:19][CH:18]=[CH:17][CH:16]=1.C(N(CCCC)CCCC)CCC. Product: [C:15]1([S:21]([N:24]2[CH2:28][CH2:29][N:1]([C:2]3[CH:3]=[CH:4][C:5]4[O:9][C:8]([C:10]([O:12][CH3:13])=[O:11])=[CH:7][C:6]=4[CH:14]=3)[CH2:26][CH2:25]2)(=[O:23])=[O:22])[CH:16]=[CH:17][CH:18]=[CH:19][CH:20]=1. The catalyst class is: 5. (3) Reactant: [F:1][C:2]([F:13])([F:12])[C:3]1[CH:4]=[C:5]([CH:9]=[CH:10][CH:11]=1)[C:6]([OH:8])=O.[CH3:14][C:15]1[CH:21]=[CH:20][C:18]([NH2:19])=[CH:17][C:16]=1[N:22]1[C:29]2[N:25]([N:26]=[C:27]([C:30]3[CH:31]=[N:32][CH:33]=[CH:34][CH:35]=3)[CH:28]=2)[CH:24]=[CH:23]1.F[B-](F)(F)F.N1(OC(N(C)C)=[N+](C)C)C2C=CC=CC=2N=N1.C(N(CC)C(C)C)(C)C. Product: [CH3:14][C:15]1[CH:21]=[CH:20][C:18]([NH:19][C:6](=[O:8])[C:5]2[CH:9]=[CH:10][CH:11]=[C:3]([C:2]([F:1])([F:13])[F:12])[CH:4]=2)=[CH:17][C:16]=1[N:22]1[C:29]2[N:25]([N:26]=[C:27]([C:30]3[CH:31]=[N:32][CH:33]=[CH:34][CH:35]=3)[CH:28]=2)[CH:24]=[CH:23]1. The catalyst class is: 3. (4) The catalyst class is: 21. Product: [CH3:9][O:8][C:6]1[N:7]=[C:2]([O:12][C:13]2[CH:39]=[CH:38][CH:37]=[CH:36][C:14]=2[CH2:15][NH:16][C:17]([NH:19][C:20]2[N:24]([C:25]3[CH:30]=[CH:29][C:28]([CH3:31])=[CH:27][CH:26]=3)[N:23]=[C:22]([C:32]([CH3:34])([CH3:35])[CH3:33])[CH:21]=2)=[O:18])[CH:3]=[C:4]([O:10][CH3:11])[N:5]=1. Reactant: Cl[C:2]1[N:7]=[C:6]([O:8][CH3:9])[N:5]=[C:4]([O:10][CH3:11])[CH:3]=1.[OH:12][C:13]1[CH:39]=[CH:38][CH:37]=[CH:36][C:14]=1[CH2:15][NH:16][C:17]([NH:19][C:20]1[N:24]([C:25]2[CH:30]=[CH:29][C:28]([CH3:31])=[CH:27][CH:26]=2)[N:23]=[C:22]([C:32]([CH3:35])([CH3:34])[CH3:33])[CH:21]=1)=[O:18].[OH-].[Na+].[Cl-].[NH4+]. (5) Reactant: Cl.Cl.[N:3]1([CH:9]([C:12]2[CH:17]=[CH:16][C:15]([C:18]([F:21])([F:20])[F:19])=[CH:14][CH:13]=2)[CH2:10][NH2:11])[CH2:8][CH2:7][NH:6][CH2:5][CH2:4]1.Cl[C:23]1[C:28]2[O:29][CH2:30][CH2:31][NH:32][C:27]=2[N:26]=[CH:25][N:24]=1.C(=O)([O-])[O-].[K+].[K+]. Product: [N:26]1[C:27]2[NH:32][CH2:31][CH2:30][O:29][C:28]=2[C:23]([N:6]2[CH2:7][CH2:8][N:3]([CH:9]([C:12]3[CH:17]=[CH:16][C:15]([C:18]([F:19])([F:21])[F:20])=[CH:14][CH:13]=3)[CH2:10][NH2:11])[CH2:4][CH2:5]2)=[N:24][CH:25]=1. The catalyst class is: 58. (6) Reactant: CC1C=CC(S(O)(=O)=O)=CC=1.[CH2:12]([OH:15])[CH2:13][OH:14].Cl.[CH3:17][O:18][C:19]([CH:21]1[C:26](=O)[CH2:25][CH2:24][NH:23][CH2:22]1)=[O:20]. Product: [NH3:23].[CH3:17][O:18][C:19]([CH:21]1[CH2:22][NH:23][CH2:24][CH2:25][C:26]21[O:15][CH2:12][CH2:13][O:14]2)=[O:20]. The catalyst class is: 48.